Predict which catalyst facilitates the given reaction. From a dataset of Catalyst prediction with 721,799 reactions and 888 catalyst types from USPTO. Reactant: [Cl:1][C:2]1[CH:9]=[C:8]([N:10]2[CH:14]=[CH:13][C:12]([C:15]([F:18])([F:17])[F:16])=[N:11]2)[CH:7]=[CH:6][C:3]=1[CH:4]=O.C([O-])(=O)C.[NH4+].[N+:24]([CH3:27])([O-:26])=[O:25]. Product: [Cl:1][C:2]1[CH:9]=[C:8]([N:10]2[CH:14]=[CH:13][C:12]([C:15]([F:18])([F:17])[F:16])=[N:11]2)[CH:7]=[CH:6][C:3]=1[CH:4]=[CH:27][N+:24]([O-:26])=[O:25]. The catalyst class is: 15.